Dataset: Full USPTO retrosynthesis dataset with 1.9M reactions from patents (1976-2016). Task: Predict the reactants needed to synthesize the given product. (1) Given the product [F:1][C:2]1[CH:3]=[C:4]([C:5]2[NH:19][C:12]3[CH:17]=[CH:16][CH:15]=[CH:14][C:13]=3[N:18]=2)[CH:7]=[CH:8][C:9]=1[O:10][CH3:11], predict the reactants needed to synthesize it. The reactants are: [F:1][C:2]1[CH:3]=[C:4]([CH:7]=[CH:8][C:9]=1[O:10][CH3:11])[CH:5]=O.[C:12]1([NH2:19])[CH:17]=[CH:16][CH:15]=[CH:14][C:13]=1[NH2:18]. (2) Given the product [CH3:13][O:12][C:5]1[N:4]=[CH:3][C:2]([B:17]2[O:18][C:19]([CH3:21])([CH3:20])[C:15]([CH3:31])([CH3:14])[O:16]2)=[CH:11][C:6]=1[C:7]([O:9][CH3:10])=[O:8], predict the reactants needed to synthesize it. The reactants are: Br[C:2]1[CH:3]=[N:4][C:5]([O:12][CH3:13])=[C:6]([CH:11]=1)[C:7]([O:9][CH3:10])=[O:8].[CH3:14][C:15]1([CH3:31])[C:19]([CH3:21])([CH3:20])[O:18][B:17]([B:17]2[O:18][C:19]([CH3:21])([CH3:20])[C:15]([CH3:31])([CH3:14])[O:16]2)[O:16]1.C([O-])(=O)C.[K+]. (3) The reactants are: [Br:1][C:2]1[C:7]([F:8])=[CH:6][C:5]([N+:9]([O-:11])=[O:10])=[CH:4][C:3]=1[N+:12]([O-])=O. Given the product [Br:1][C:2]1[C:7]([F:8])=[CH:6][C:5]([N+:9]([O-:11])=[O:10])=[CH:4][C:3]=1[NH2:12], predict the reactants needed to synthesize it.